From a dataset of NCI-60 drug combinations with 297,098 pairs across 59 cell lines. Regression. Given two drug SMILES strings and cell line genomic features, predict the synergy score measuring deviation from expected non-interaction effect. (1) Drug 1: CC1CCC2CC(C(=CC=CC=CC(CC(C(=O)C(C(C(=CC(C(=O)CC(OC(=O)C3CCCCN3C(=O)C(=O)C1(O2)O)C(C)CC4CCC(C(C4)OC)O)C)C)O)OC)C)C)C)OC. Drug 2: CC12CCC3C(C1CCC2O)C(CC4=C3C=CC(=C4)O)CCCCCCCCCS(=O)CCCC(C(F)(F)F)(F)F. Cell line: SNB-19. Synergy scores: CSS=-3.48, Synergy_ZIP=0.313, Synergy_Bliss=-1.33, Synergy_Loewe=-1.22, Synergy_HSA=-1.88. (2) Drug 1: CC1OCC2C(O1)C(C(C(O2)OC3C4COC(=O)C4C(C5=CC6=C(C=C35)OCO6)C7=CC(=C(C(=C7)OC)O)OC)O)O. Drug 2: C1CC(C1)(C(=O)O)C(=O)O.[NH2-].[NH2-].[Pt+2]. Cell line: ACHN. Synergy scores: CSS=74.0, Synergy_ZIP=-4.50, Synergy_Bliss=-4.27, Synergy_Loewe=-3.86, Synergy_HSA=1.46.